The task is: Predict the reaction yield, written as a fraction of the theoretical maximum amount of product (1.0 means a 100% yield; for example, 0.34 means a 34% yield).. This data is from Reaction yield outcomes from USPTO patents with 853,638 reactions. (1) The product is [N:26]12[CH2:31][CH2:30][CH:29]([CH2:28][CH2:27]1)[CH:24]([NH:23][C:18]([C:14]1[CH:15]=[CH:16][CH:17]=[C:11]3[O:10][C:9]([C:6]4[CH:5]=[CH:4][C:3]([O:2][CH3:1])=[CH:8][CH:7]=4)=[N:13][C:12]=13)=[O:20])[CH2:25]2. The reactants are [CH3:1][O:2][C:3]1[CH:8]=[CH:7][C:6]([C:9]2[O:10][C:11]3[C:12](=[C:14]([C:18]([OH:20])=O)[CH:15]=[CH:16][CH:17]=3)[N:13]=2)=[CH:5][CH:4]=1.Cl.Cl.[NH2:23][CH:24]1[CH:29]2[CH2:30][CH2:31][N:26]([CH2:27][CH2:28]2)[CH2:25]1. No catalyst specified. The yield is 0.0500. (2) The reactants are C([O:3][C:4]([C:6]1[C:10]([CH3:11])=[C:9]([CH:12]=[O:13])[NH:8][C:7]=1[CH3:14])=[O:5])C.[OH-].[K+].O. The catalyst is CO. The product is [CH:12]([C:9]1[NH:8][C:7]([CH3:14])=[C:6]([C:4]([OH:5])=[O:3])[C:10]=1[CH3:11])=[O:13]. The yield is 0.935. (3) The reactants are C(Cl)(=O)C(Cl)=O.[F:7][C:8]1[CH:13]=[CH:12][CH:11]=[CH:10][C:9]=1[N:14]1[C:18]([O:19][CH3:20])=[CH:17][C:16]([C:21]([NH:23][C@H:24]([C:29]2[CH:34]=[CH:33][CH:32]=[CH:31][C:30]=2[CH3:35])[CH2:25][C:26]([OH:28])=O)=[O:22])=[N:15]1.[NH3:36]. The catalyst is C(Cl)Cl.CN(C=O)C. The product is [F:7][C:8]1[CH:13]=[CH:12][CH:11]=[CH:10][C:9]=1[N:14]1[C:18]([O:19][CH3:20])=[CH:17][C:16]([C:21]([NH:23][C@H:24]([C:29]2[CH:34]=[CH:33][CH:32]=[CH:31][C:30]=2[CH3:35])[CH2:25][C:26]([NH2:36])=[O:28])=[O:22])=[N:15]1. The yield is 0.340. (4) The reactants are Cl[C:2]1[N:3]=[CH:4][C:5]2[CH:6]=[CH:7][CH:8]=[C:9]([C:12]([O:14][CH3:15])=[O:13])[C:10]=2[CH:11]=1.C1(C2C=CC=CC=2)C=CC=CC=1P(C1CCCCC1)C1CCCCC1.[Li+].C[Si]([N-:46][Si](C)(C)C)(C)C.Cl. The catalyst is C1C=CC(/C=C/C(/C=C/C2C=CC=CC=2)=O)=CC=1.C1C=CC(/C=C/C(/C=C/C2C=CC=CC=2)=O)=CC=1.C1C=CC(/C=C/C(/C=C/C2C=CC=CC=2)=O)=CC=1.[Pd].[Pd].C1COCC1. The product is [NH2:46][C:2]1[N:3]=[CH:4][C:5]2[CH:6]=[CH:7][CH:8]=[C:9]([C:12]([O:14][CH3:15])=[O:13])[C:10]=2[CH:11]=1. The yield is 0.580.